The task is: Predict which catalyst facilitates the given reaction.. This data is from Catalyst prediction with 721,799 reactions and 888 catalyst types from USPTO. (1) Reactant: Br[C:2]1[CH:3]=[C:4]([CH3:11])[C:5]([N:8]([CH3:10])[CH3:9])=[N:6][CH:7]=1.CC([O-])=O.[K+].CC1(C)C(C)(C)[O:21][B:20](B2OC(C)(C)C(C)(C)O2)[O:19]1.O. Product: [CH3:9][N:8]([CH3:10])[C:5]1[N:6]=[CH:7][C:2]([B:20]([OH:21])[OH:19])=[CH:3][C:4]=1[CH3:11]. The catalyst class is: 418. (2) Reactant: [Cl:1][C:2]1[CH:3]=[C:4]([O:13][C:14]2[CH:21]=[CH:20][C:17]([C:18]#[N:19])=[CH:16][CH:15]=2)[CH:5]=[N:6][C:7]=1[O:8][CH2:9][CH:10]([CH3:12])[CH3:11].C(=O)([O-])[O-:23].[K+].[K+].OO. Product: [Cl:1][C:2]1[CH:3]=[C:4]([O:13][C:14]2[CH:15]=[CH:16][C:17]([C:18]([NH2:19])=[O:23])=[CH:20][CH:21]=2)[CH:5]=[N:6][C:7]=1[O:8][CH2:9][CH:10]([CH3:12])[CH3:11]. The catalyst class is: 197. (3) Reactant: C([O:3][C:4](=[O:30])[CH2:5][CH:6]([N:13]1[C:21]2[C:16](=[CH:17][C:18]([O:22][CH2:23][CH2:24][O:25][NH:26][C:27]([NH2:29])=[NH:28])=[CH:19][CH:20]=2)[CH:15]=[CH:14]1)[C:7]1[CH:12]=[CH:11][CH:10]=[CH:9][CH:8]=1)C.[OH-].[Li+].Cl. Product: [NH:26]([O:25][CH2:24][CH2:23][O:22][C:18]1[CH:17]=[C:16]2[C:21](=[CH:20][CH:19]=1)[N:13]([CH:6]([C:7]1[CH:8]=[CH:9][CH:10]=[CH:11][CH:12]=1)[CH2:5][C:4]([OH:30])=[O:3])[CH:14]=[CH:15]2)[C:27]([NH2:29])=[NH:28]. The catalyst class is: 24.